The task is: Predict the product of the given reaction.. This data is from Forward reaction prediction with 1.9M reactions from USPTO patents (1976-2016). (1) Given the reactants Br[C:2]1[CH:7]=[CH:6][C:5]([CH2:8][CH2:9][CH2:10][O:11][Si:12]([C:15]([CH3:18])([CH3:17])[CH3:16])([CH3:14])[CH3:13])=[CH:4][CH:3]=1.[Li]CCCC.[CH2:24]([O:26][C:27]([C:29]1[CH:30]2[N:45]([CH3:46])[CH:34]([CH2:35][C:36]=1OS(C(F)(F)F)(=O)=O)[CH2:33][N:32]([C:47]([O:49][C:50]([CH3:53])([CH3:52])[CH3:51])=[O:48])[CH2:31]2)=[O:28])[CH3:25], predict the reaction product. The product is: [CH2:24]([O:26][C:27]([C:29]1[C@@H:30]2[N:45]([CH3:46])[C@H:34]([CH2:35][C:36]=1[C:2]1[CH:7]=[CH:6][C:5]([CH2:8][CH2:9][CH2:10][O:11][Si:12]([C:15]([CH3:18])([CH3:17])[CH3:16])([CH3:14])[CH3:13])=[CH:4][CH:3]=1)[CH2:33][N:32]([C:47]([O:49][C:50]([CH3:51])([CH3:53])[CH3:52])=[O:48])[CH2:31]2)=[O:28])[CH3:25]. (2) Given the reactants [Cl:1][C:2]1[C:7]([S:8]([CH3:11])(=[O:10])=[O:9])=[CH:6][C:5]([C:12]2[N:13]([C:33](Cl)=[O:34])[C@@:14]([C:26]3[CH:31]=[CH:30][C:29]([Cl:32])=[CH:28][CH:27]=3)([CH3:25])[C@@:15]([C:18]3[CH:23]=[CH:22][C:21]([Cl:24])=[CH:20][CH:19]=3)([CH3:17])[N:16]=2)=[C:4]([O:36][CH2:37][CH3:38])[CH:3]=1.[CH2:39]([O:41][CH2:42][CH2:43][N:44]([CH2:54][CH2:55][O:56][CH2:57][CH3:58])[C:45](=[O:53])[CH2:46][N:47]1[CH2:52][CH2:51][NH:50][CH2:49][CH2:48]1)[CH3:40], predict the reaction product. The product is: [Cl:1][C:2]1[C:7]([S:8]([CH3:11])(=[O:10])=[O:9])=[CH:6][C:5]([C:12]2[N:13]([C:33]([N:50]3[CH2:49][CH2:48][N:47]([CH2:46][C:45]([N:44]([CH2:54][CH2:55][O:56][CH2:57][CH3:58])[CH2:43][CH2:42][O:41][CH2:39][CH3:40])=[O:53])[CH2:52][CH2:51]3)=[O:34])[C@@:14]([C:26]3[CH:31]=[CH:30][C:29]([Cl:32])=[CH:28][CH:27]=3)([CH3:25])[C@@:15]([C:18]3[CH:19]=[CH:20][C:21]([Cl:24])=[CH:22][CH:23]=3)([CH3:17])[N:16]=2)=[C:4]([O:36][CH2:37][CH3:38])[CH:3]=1. (3) Given the reactants C(OC([N:8]1[CH2:13][CH2:12][CH:11]([NH:14][C:15]2[N:20]=[CH:19][CH:18]=[CH:17][N:16]=2)[CH2:10][CH2:9]1)=O)(C)(C)C.O.[ClH:22], predict the reaction product. The product is: [ClH:22].[N:16]1[CH:17]=[CH:18][CH:19]=[N:20][C:15]=1[NH:14][CH:11]1[CH2:12][CH2:13][NH:8][CH2:9][CH2:10]1. (4) Given the reactants [CH:1]1([CH:6]=O)[CH2:5][CH2:4][CH2:3][CH2:2]1.[CH:8]([C:10]([CH3:12])=[O:11])=[CH2:9].C1(C)C=CC(S(O)(=O)=O)=CC=1, predict the reaction product. The product is: [CH2:2]1[C:1]2([CH2:6][CH2:12][C:10](=[O:11])[CH:8]=[CH:9]2)[CH2:5][CH2:4][CH2:3]1. (5) The product is: [CH3:22][C:12]1[N:13]=[C:14]([C:16]2[CH:21]=[CH:20][CH:19]=[CH:18][CH:17]=2)[O:15][C:11]=1[C:9]([N:8]([CH2:23][C:24]([OH:26])=[O:25])[CH2:7][C:5]1[O:6][C:2]([C:29]2[CH:30]=[CH:31][CH:32]=[CH:33][C:28]=2[F:27])=[CH:3][CH:4]=1)=[O:10]. Given the reactants Br[C:2]1[O:6][C:5]([CH2:7][N:8]([CH2:23][C:24]([OH:26])=[O:25])[C:9]([C:11]2[O:15][C:14]([C:16]3[CH:21]=[CH:20][CH:19]=[CH:18][CH:17]=3)=[N:13][C:12]=2[CH3:22])=[O:10])=[CH:4][CH:3]=1.[F:27][C:28]1[CH:33]=[CH:32][CH:31]=[CH:30][C:29]=1B(O)O.[F-].[Cs+], predict the reaction product. (6) Given the reactants [NH2:1][C:2]1[CH:10]=[CH:9][CH:8]=[C:7]([O:11][CH3:12])[C:3]=1[C:4]([OH:6])=[O:5].[C:13]1([C:19](=[CH2:22])[CH:20]=O)[CH:18]=[CH:17][CH:16]=[CH:15][CH:14]=1, predict the reaction product. The product is: [CH3:12][O:11][C:7]1[C:3]([C:4]([OH:6])=[O:5])=[C:2]2[C:10]([CH:20]=[C:19]([C:13]3[CH:18]=[CH:17][CH:16]=[CH:15][CH:14]=3)[CH:22]=[N:1]2)=[CH:9][CH:8]=1. (7) Given the reactants C([Li])CCC.[Cl-].[CH3:7][O:8][CH2:9][P+](C1C=CC=CC=1)(C1C=CC=CC=1)C1C=CC=CC=1.[O:29]1[C:33]2([CH2:38][CH2:37][C:36](=O)[CH2:35][CH2:34]2)[O:32][CH2:31][CH2:30]1, predict the reaction product. The product is: [CH3:7][O:8][CH:9]=[C:36]1[CH2:37][CH2:38][C:33]2([O:32][CH2:31][CH2:30][O:29]2)[CH2:34][CH2:35]1. (8) Given the reactants [Cl:1][C:2]1[CH:7]=[CH:6][C:5]([CH:8]([OH:26])[C:9]([NH:11][CH2:12][CH2:13][C:14]2[CH:19]=[CH:18][C:17]([O:20][CH2:21][C:22]#[CH:23])=[C:16]([O:24][CH3:25])[CH:15]=2)=[O:10])=[CH:4][CH:3]=1.[H-].[Na+].I[CH3:30], predict the reaction product. The product is: [Cl:1][C:2]1[CH:3]=[CH:4][C:5]([CH:8]([O:26][CH3:30])[C:9]([NH:11][CH2:12][CH2:13][C:14]2[CH:19]=[CH:18][C:17]([O:20][CH2:21][C:22]#[CH:23])=[C:16]([O:24][CH3:25])[CH:15]=2)=[O:10])=[CH:6][CH:7]=1. (9) Given the reactants [CH:1]1(B(O)O)[CH2:3][CH2:2]1.C(=O)([O-])[O-].[Na+].[Na+].C1(P(C2CCCCC2)C2C=CC=CC=2C2C(OC)=CC=CC=2OC)CCCCC1.Br[C:43]1[CH:50]=[CH:49][C:46]([CH:47]=[O:48])=[C:45]([F:51])[C:44]=1[F:52], predict the reaction product. The product is: [CH:1]1([C:43]2[CH:50]=[CH:49][C:46]([CH:47]=[O:48])=[C:45]([F:51])[C:44]=2[F:52])[CH2:3][CH2:2]1. (10) Given the reactants [NH2:1][C:2]1[CH:7]=[CH:6][C:5]([C@@H:8]2[CH2:10][C@H:9]2[N:11]([CH2:19][CH:20]2[CH2:22][CH2:21]2)[C:12](=[O:18])[O:13][C:14]([CH3:17])([CH3:16])[CH3:15])=[CH:4][CH:3]=1.[CH3:23][N:24]1[CH:28]=[C:27]([C:29](O)=[O:30])[CH:26]=[N:25]1.Cl.C(N=C=NCCCN(C)C)C.O, predict the reaction product. The product is: [CH:20]1([CH2:19][N:11]([C@@H:9]2[CH2:10][C@H:8]2[C:5]2[CH:6]=[CH:7][C:2]([NH:1][C:29]([C:27]3[CH:26]=[N:25][N:24]([CH3:23])[CH:28]=3)=[O:30])=[CH:3][CH:4]=2)[C:12](=[O:18])[O:13][C:14]([CH3:17])([CH3:16])[CH3:15])[CH2:22][CH2:21]1.